From a dataset of Full USPTO retrosynthesis dataset with 1.9M reactions from patents (1976-2016). Predict the reactants needed to synthesize the given product. (1) Given the product [CH:7]1([O:6][CH2:5][CH2:4][CH2:3][CH2:2][N:38]2[CH2:39][CH2:40][N:35]([CH2:34][C@@H:33]([OH:41])[CH2:32][O:31][C:28]3[CH:29]=[CH:30][C:24]4[S:23][C:22]([CH3:21])=[N:26][C:25]=4[CH:27]=3)[CH2:36][CH2:37]2)[CH2:11][CH2:10][CH2:9][CH2:8]1, predict the reactants needed to synthesize it. The reactants are: Br[CH2:2][CH2:3][CH2:4][CH2:5][O:6][CH:7]1[CH2:11][CH2:10][CH2:9][CH2:8]1.CCN(C(C)C)C(C)C.[CH3:21][C:22]1[S:23][C:24]2[CH:30]=[CH:29][C:28]([O:31][CH2:32][CH:33]([OH:41])[CH2:34][N:35]3[CH2:40][CH2:39][NH:38][CH2:37][CH2:36]3)=[CH:27][C:25]=2[N:26]=1. (2) Given the product [OH:10][C@H:6]([CH:7]([CH3:9])[CH3:8])[C@H:2]([N:1]([C:48]1[CH:47]=[CH:46][C:45]([C:39]2[CH:40]=[CH:41][CH:42]=[CH:43][CH:44]=2)=[CH:50][CH:49]=1)[C:16]([O:17][CH3:18])=[O:37])[C:3]([OH:5])=[O:4], predict the reactants needed to synthesize it. The reactants are: [NH2:1][C@@H:2]([C@H:6]([OH:10])[CH:7]([CH3:9])[CH3:8])[C:3]([OH:5])=[O:4].C([O-])(O)=O.[Na+].[C:16](=O)([O-:37])[O:17][C:18]1C(C)=C(C2C=CC(C3C=CC=CC=3)=CC=2)C=CN=1.[C:39]1([C:45]2[CH:50]=[CH:49][C:48](C3C=CN(C([O-])=O)C(=O)C=3C)=[CH:47][CH:46]=2)[CH:44]=[CH:43][CH:42]=[CH:41][CH:40]=1. (3) Given the product [NH2:1][C:2]1[N:7]=[CH:6][N:5]=[C:4]([N:8]2[C:12]3[CH:13]=[CH:14][CH:15]=[CH:16][C:11]=3[N:10]=[C:9]2[NH:17][C:18]2[CH:23]=[C:22]([NH2:24])[CH:21]=[CH:20][C:19]=2[CH3:27])[CH:3]=1, predict the reactants needed to synthesize it. The reactants are: [NH2:1][C:2]1[N:7]=[CH:6][N:5]=[C:4]([N:8]2[C:12]3[CH:13]=[CH:14][CH:15]=[CH:16][C:11]=3[N:10]=[C:9]2[NH:17][C:18]2[CH:23]=[C:22]([N+:24]([O-])=O)[CH:21]=[CH:20][C:19]=2[CH3:27])[CH:3]=1. (4) Given the product [NH:45]1[C:40]2[CH:41]=[CH:42][CH:43]=[CH:44][C:39]=2[N:46]=[C:36]1[C@@H:10]1[CH2:11][C@H:12]([N:14]([C:19]([C:21]2[N:25]([CH2:26][CH2:27][CH2:28][CH2:29][O:30][CH3:31])[C:24]3[CH:32]=[CH:33][CH:34]=[CH:35][C:23]=3[N:22]=2)=[O:20])[CH2:15][CH:16]([CH3:18])[CH3:17])[CH2:13][N:8]([C:6]([O:5][C:1]([CH3:3])([CH3:4])[CH3:2])=[O:7])[CH2:9]1, predict the reactants needed to synthesize it. The reactants are: [C:1]([O:5][C:6]([N:8]1[CH2:13][C@@H:12]([N:14]([C:19]([C:21]2[N:25]([CH2:26][CH2:27][CH2:28][CH2:29][O:30][CH3:31])[C:24]3[CH:32]=[CH:33][CH:34]=[CH:35][C:23]=3[N:22]=2)=[O:20])[CH2:15][CH:16]([CH3:18])[CH3:17])[CH2:11][C@@H:10]([C:36](O)=O)[CH2:9]1)=[O:7])([CH3:4])([CH3:3])[CH3:2].[C:39]1([NH2:46])[CH:44]=[CH:43][CH:42]=[CH:41][C:40]=1[NH2:45].N1(O)C2C=CC=CC=2N=N1.C(N(CC)C(C)C)(C)C.CCN=C=NCCCN(C)C.Cl. (5) The reactants are: [OH:1][CH:2]=[C:3]([C:6]1[CH:11]=[CH:10][CH:9]=[CH:8][CH:7]=1)[C:4]#[N:5].[H-].[Na+].S(OC)(O[CH3:18])(=O)=O. Given the product [CH3:18][O:1][CH:2]=[C:3]([C:6]1[CH:11]=[CH:10][CH:9]=[CH:8][CH:7]=1)[C:4]#[N:5], predict the reactants needed to synthesize it. (6) Given the product [C:26]([O:24][C:6]1[C:7]([O:23][C:34](=[O:35])[CH3:33])=[C:8]([C:18]([O:20][CH2:21][CH3:22])=[O:19])[N:9]([C:10]2[CH:11]=[CH:12][C:13]([O:16][CH3:17])=[CH:14][CH:15]=2)[C:5]=1[C:3](=[O:4])[N:2]([CH3:1])[CH3:25])(=[O:28])[CH3:27], predict the reactants needed to synthesize it. The reactants are: [CH3:1][N:2]([CH3:25])[C:3]([C:5]1[N:9]([C:10]2[CH:15]=[CH:14][C:13]([O:16][CH3:17])=[CH:12][CH:11]=2)[C:8]([C:18]([O:20][CH2:21][CH3:22])=[O:19])=[C:7]([OH:23])[C:6]=1[OH:24])=[O:4].[C:26](OC(=O)C)(=[O:28])[CH3:27].[CH3:33][C:34]([O-])=[O:35].[Na+]. (7) Given the product [Br:1][C:2]1[CH:7]=[C:6]([CH3:8])[C:5]([C:9]2[CH:10]=[C:11]([C:20]#[N:21])[N:12]3[C:17]([NH:30][CH:26]([CH2:27][CH2:28][CH3:29])[CH2:23][CH2:24][CH3:25])=[CH:16][C:15]([CH3:19])=[N:14][C:13]=23)=[C:4]([CH3:22])[CH:3]=1, predict the reactants needed to synthesize it. The reactants are: [Br:1][C:2]1[CH:7]=[C:6]([CH3:8])[C:5]([C:9]2[CH:10]=[C:11]([C:20]#[N:21])[N:12]3[C:17](Cl)=[CH:16][C:15]([CH3:19])=[N:14][C:13]=23)=[C:4]([CH3:22])[CH:3]=1.[CH2:23]([CH:26]([NH2:30])[CH2:27][CH2:28][CH3:29])[CH2:24][CH3:25].C(N(CC)C(C)C)(C)C.C(=O)([O-])O.[Na+]. (8) The reactants are: [CH3:1][CH:2]([C:4]1[N:5]=[CH:6][S:7][C:8]=1[CH2:9][OH:10])[CH3:3]. Given the product [CH3:1][CH:2]([C:4]1[N:5]=[CH:6][S:7][C:8]=1[CH:9]=[O:10])[CH3:3], predict the reactants needed to synthesize it.